Dataset: Reaction yield outcomes from USPTO patents with 853,638 reactions. Task: Predict the reaction yield, written as a fraction of the theoretical maximum amount of product (1.0 means a 100% yield; for example, 0.34 means a 34% yield). (1) The reactants are [Cl:1][C:2]1[C:3]([C:26]2[N:30]3[CH:31]=[CH:32][C:33]([CH2:35]O)=[CH:34][C:29]3=[N:28][CH:27]=2)=[N:4][C:5]([NH:8][C:9]2[CH:14]=[CH:13][C:12]([N:15]3[CH2:20][CH2:19][N:18]([C:21](=[O:23])[CH3:22])[CH2:17][CH2:16]3)=[CH:11][C:10]=2[O:24][CH3:25])=[N:6][CH:7]=1.[CH2:37]([N:39](CC)[CH2:40]C)C.CS(Cl)(=O)=O.CS(OCC1C=CN2C(C3C(Cl)=CN=C(NC4C=CC(N5CCN(C(=O)C)CC5)=CC=4OC)N=3)=CN=C2C=1)(=O)=O.ClC1C(C2N3C=CC(CCl)=CC3=NC=2)=NC(NC2C=CC(N3CCN(C(=O)C)CC3)=CC=2OC)=NC=1.C(N(C(C)C)C(C)C)C.CNC.C1COCC1. The catalyst is C(Cl)Cl.O. The product is [Cl:1][C:2]1[C:3]([C:26]2[N:30]3[CH:31]=[CH:32][C:33]([CH2:35][N:39]([CH3:40])[CH3:37])=[CH:34][C:29]3=[N:28][CH:27]=2)=[N:4][C:5]([NH:8][C:9]2[CH:14]=[CH:13][C:12]([N:15]3[CH2:20][CH2:19][N:18]([C:21](=[O:23])[CH3:22])[CH2:17][CH2:16]3)=[CH:11][C:10]=2[O:24][CH3:25])=[N:6][CH:7]=1. The yield is 0.490. (2) The catalyst is O.C(O)(C(F)(F)F)=O.C(Cl)Cl. The yield is 0.700. The reactants are [NH2:1][C@H:2]([C:28]([OH:30])=[O:29])[CH2:3][CH2:4][CH2:5][NH:6][C:7](=[NH:27])[NH:8][S:9]([C:12]1[C:25]([CH3:26])=[C:23]([CH3:24])[C:22]2[O:21][C:18]([CH3:20])([CH3:19])[CH2:17][CH2:16][C:15]=2[C:13]=1[CH3:14])(=[O:11])=[O:10].[C:31](O[C:31]([O:32][CH2:33][CH:34]=[CH2:35])=[O:36])(=[O:36])[O:32][CH2:33][CH:34]=[CH2:35].C([O-])([O-])=O.[Na+].[Na+]. The product is [NH:1]([C:31]([O:32][CH2:33][CH:34]=[CH2:35])=[O:36])[C@H:2]([C:28]([OH:30])=[O:29])[CH2:3][CH2:4][CH2:5][NH:6][C:7](=[NH:27])[NH:8][S:9]([C:12]1[C:25]([CH3:26])=[C:23]([CH3:24])[C:22]2[O:21][C:18]([CH3:20])([CH3:19])[CH2:17][CH2:16][C:15]=2[C:13]=1[CH3:14])(=[O:11])=[O:10]. (3) The reactants are Cl[C:2]1[N:3]([CH:12]([CH3:14])[CH3:13])[C:4]2[CH:9]=[C:8]([Cl:10])[N:7]=[CH:6][C:5]=2[N:11]=1.[CH3:15][O:16][CH2:17][CH2:18][NH2:19]. The catalyst is CC(N(C)C)=O.O. The product is [Cl:10][C:8]1[N:7]=[CH:6][C:5]2[N:11]=[C:2]([NH:19][CH2:18][CH2:17][O:16][CH3:15])[N:3]([CH:12]([CH3:14])[CH3:13])[C:4]=2[CH:9]=1. The yield is 0.900.